From a dataset of Catalyst prediction with 721,799 reactions and 888 catalyst types from USPTO. Predict which catalyst facilitates the given reaction. (1) Reactant: I[C:2]1[S:3][CH:4]=[CH:5][CH:6]=1.C(NC(C)C)(C)C.[CH3:14][Si:15]([C:18]#[CH:19])([CH3:17])[CH3:16].O. Product: [CH3:14][Si:15]([CH3:17])([CH3:16])[C:18]#[C:19][C:2]1[S:3][CH:4]=[CH:5][CH:6]=1. The catalyst class is: 540. (2) Reactant: [NH2:1][C:2]1[CH:7]=[CH:6][C:5]([CH2:8][N:9]2[CH2:14][CH2:13][CH2:12][CH2:11][CH2:10]2)=[CH:4][C:3]=1[NH:15][C@@H:16]1[CH2:21][CH2:20][C@H:19]([C:22]([NH:24][CH:25]([CH3:27])[CH3:26])=[O:23])[CH2:18][CH2:17]1.[CH3:28][O:29][C:30]([NH:32][C:33](=NC(OC)=O)SC)=[O:31].O.C1(C)C=CC(S(O)(=O)=O)=CC=1.C(Cl)Cl. Product: [CH:25]([NH:24][C:22]([C@@H:19]1[CH2:20][CH2:21][C@H:16]([N:15]2[C:3]3[CH:4]=[C:5]([CH2:8][N:9]4[CH2:10][CH2:11][CH2:12][CH2:13][CH2:14]4)[CH:6]=[CH:7][C:2]=3[N:1]=[C:33]2[NH:32][C:30](=[O:31])[O:29][CH3:28])[CH2:17][CH2:18]1)=[O:23])([CH3:27])[CH3:26]. The catalyst class is: 5. (3) Reactant: Br[C:2]1[N:7]=[C:6]([C@:8]2([CH3:30])[CH2:13][C@@H:12]([C:14]([F:17])([F:16])[F:15])[O:11][C:10]([NH:18][C:19](=[O:29])[C:20]3[CH:25]=[CH:24][C:23]([N+:26]([O-:28])=[O:27])=[CH:22][CH:21]=3)=[N:9]2)[C:5]([F:31])=[CH:4][CH:3]=1.[Cl:32][C:33]1[CH:34]=[CH:35][C:36]([C:39]([NH2:41])=[O:40])=[N:37][CH:38]=1.C(=O)([O-])[O-].[Cs+].[Cs+].CC1(C)C2C=CC=C(P(C3C=CC=CC=3)C3C=CC=CC=3)C=2OC2C1=CC=CC=2P(C1C=CC=CC=1)C1C=CC=CC=1. Product: [Cl:32][C:33]1[CH:34]=[CH:35][C:36]([C:39]([NH:41][C:2]2[CH:3]=[CH:4][C:5]([F:31])=[C:6]([C@:8]3([CH3:30])[CH2:13][C@@H:12]([C:14]([F:17])([F:16])[F:15])[O:11][C:10]([NH:18][C:19](=[O:29])[C:20]4[CH:25]=[CH:24][C:23]([N+:26]([O-:28])=[O:27])=[CH:22][CH:21]=4)=[N:9]3)[N:7]=2)=[O:40])=[N:37][CH:38]=1. The catalyst class is: 102. (4) Reactant: [C:1]([SiH2:5][O:6][C:7]([CH3:23])([CH3:22])[C:8]1[CH:13]=[CH:12][C:11]([CH2:14][CH:15]([O:19][CH2:20][CH3:21])[C:16]([OH:18])=[O:17])=[CH:10][CH:9]=1)([CH3:4])([CH3:3])[CH3:2].[Cl:24][C:25]([Cl:29])([Cl:28])[CH2:26]O. Product: [Cl:24][C:25]([Cl:29])([Cl:28])[CH2:26][O:17][C:16](=[O:18])[CH:15]([O:19][CH2:20][CH3:21])[CH2:14][C:11]1[CH:12]=[CH:13][C:8]([C:7]([CH3:22])([CH3:23])[O:6][SiH2:5][C:1]([CH3:3])([CH3:4])[CH3:2])=[CH:9][CH:10]=1. The catalyst class is: 64. (5) Reactant: [CH3:1][C:2]([N+:8]([O-:10])=[O:9])([CH3:7])[CH2:3][CH2:4][CH:5]=O.[NH:11]1[CH2:17][C:15](=[O:16])[NH:14][C:12]1=[O:13].C(=O)([O-])[O-].[Na+].[Na+]. Product: [CH3:1][C:2]([N+:8]([O-:10])=[O:9])([CH3:7])[CH2:3][CH2:4][CH:5]=[C:17]1[NH:11][C:12](=[O:13])[NH:14][C:15]1=[O:16]. The catalyst class is: 10.